From a dataset of Catalyst prediction with 721,799 reactions and 888 catalyst types from USPTO. Predict which catalyst facilitates the given reaction. (1) Reactant: [C:1]([O:5][C:6]([N:8]1[CH2:14][CH2:13][C:12](=[O:15])[NH:11][CH2:10][CH2:9]1)=[O:7])([CH3:4])([CH3:3])[CH3:2].BrC[CH2:18][CH2:19][C:20]([N:22]([O:24][CH3:25])[CH3:23])=[O:21].[H-].[Na+]. Product: [C:1]([O:5][C:6]([N:8]1[CH2:14][CH2:13][C:12](=[O:15])[N:11]([CH2:18][CH2:19][C:20](=[O:21])[N:22]([O:24][CH3:25])[CH3:23])[CH2:10][CH2:9]1)=[O:7])([CH3:4])([CH3:2])[CH3:3]. The catalyst class is: 3. (2) Reactant: [F:1][C:2]1[C:7]([F:8])=[C:6]([OH:9])[CH:5]=[CH:4][C:3]=1[CH2:10][N:11]1[C:19](=[O:20])[C:18]([C:21]([NH:23][C:24]2[CH:29]=[CH:28][C:27]([C:30]([F:33])([F:32])[F:31])=[CH:26][C:25]=2[C:34]2[CH:39]=[C:38]([C:40]([F:43])([F:42])[F:41])[N:37]=[CH:36][N:35]=2)=[O:22])=[C:17]([OH:44])[C:13]2([CH2:16][CH2:15][CH2:14]2)[N:12]1[CH3:45].O[CH2:47][C@@H:48]1[CH2:52][CH2:51][CH2:50][N:49]1[C:53]([O:55][C:56]([CH3:59])([CH3:58])[CH3:57])=[O:54].CN(C)C(N=NC(N(C)C)=O)=O. Product: [F:8][C:7]1[C:2]([F:1])=[C:3]([CH2:10][N:11]2[C:19](=[O:20])[C:18]([C:21](=[O:22])[NH:23][C:24]3[CH:29]=[CH:28][C:27]([C:30]([F:32])([F:31])[F:33])=[CH:26][C:25]=3[C:34]3[CH:39]=[C:38]([C:40]([F:41])([F:42])[F:43])[N:37]=[CH:36][N:35]=3)=[C:17]([OH:44])[C:13]3([CH2:14][CH2:15][CH2:16]3)[N:12]2[CH3:45])[CH:4]=[CH:5][C:6]=1[O:9][CH2:47][C@@H:48]1[CH2:52][CH2:51][CH2:50][N:49]1[C:53]([O:55][C:56]([CH3:57])([CH3:59])[CH3:58])=[O:54]. The catalyst class is: 7. (3) Reactant: Br[C:2]1[C:6]2=[CH:7][N:8]([CH3:12])[C:9](=[O:11])[CH:10]=[C:5]2[S:4][CH:3]=1.[B:13]1([B:13]2[O:17][C:16]([CH3:19])([CH3:18])[C:15]([CH3:21])([CH3:20])[O:14]2)[O:17][C:16]([CH3:19])([CH3:18])[C:15]([CH3:21])([CH3:20])[O:14]1.C([O-])(=O)C.[K+]. Product: [CH3:12][N:8]1[C:9](=[O:11])[CH:10]=[C:5]2[S:4][CH:3]=[C:2]([B:13]3[O:17][C:16]([CH3:19])([CH3:18])[C:15]([CH3:21])([CH3:20])[O:14]3)[C:6]2=[CH:7]1. The catalyst class is: 12. (4) Reactant: [N:1]1([C:7]2[CH:12]=[CH:11][C:10]([N+:13]([O-])=O)=[CH:9][C:8]=2[CH2:16][OH:17])[CH2:6][CH2:5][O:4][CH2:3][CH2:2]1.C([O-])=O.[NH4+]. Product: [NH2:13][C:10]1[CH:11]=[CH:12][C:7]([N:1]2[CH2:6][CH2:5][O:4][CH2:3][CH2:2]2)=[C:8]([CH2:16][OH:17])[CH:9]=1. The catalyst class is: 50. (5) Reactant: [O:1]([C:9]([F:12])([F:11])[F:10])S(C(F)(F)F)(=O)=O.[F-].[K+].S(O[CH2:20][CH2:21][CH2:22][CH2:23][CH2:24][CH2:25][CH2:26][CH2:27][CH:28]=[CH2:29])(=O)(=O)C.O(C(F)(F)F)[K]. Product: [F:10][C:9]([F:12])([F:11])[O:1][CH2:29][CH2:28][CH2:27][CH2:26][CH2:25][CH2:24][CH2:23][CH2:22][CH:21]=[CH2:20]. The catalyst class is: 80. (6) Reactant: C(N(CC)CC)C.[CH2:8]([O:15][CH2:16][CH:17]([OH:27])[CH2:18][O:19][CH2:20][C:21]1[CH:26]=[CH:25][CH:24]=[CH:23][CH:22]=1)[C:9]1[CH:14]=[CH:13][CH:12]=[CH:11][CH:10]=1. Product: [CH2:8]([O:15][CH2:16][C:17](=[O:27])[CH2:18][O:19][CH2:20][C:21]1[CH:26]=[CH:25][CH:24]=[CH:23][CH:22]=1)[C:9]1[CH:10]=[CH:11][CH:12]=[CH:13][CH:14]=1. The catalyst class is: 16. (7) Reactant: [CH3:1][O:2][C:3]1[CH:8]=[CH:7][C:6]([C:9]2[C:10]([NH2:19])=[CH:11][CH:12]=[C:13]([C:15]([F:18])([F:17])[F:16])[CH:14]=2)=[CH:5][CH:4]=1.[I:20]I. Product: [I:20][C:11]1[CH:12]=[C:13]([C:15]([F:17])([F:16])[F:18])[CH:14]=[C:9]([C:6]2[CH:7]=[CH:8][C:3]([O:2][CH3:1])=[CH:4][CH:5]=2)[C:10]=1[NH2:19]. The catalyst class is: 5. (8) Reactant: Br[CH2:2][C:3]1[CH:8]=[CH:7][C:6]([CH2:9][C:10]([OH:12])=[O:11])=[CH:5][CH:4]=1.C(=O)([O-])[O-].[K+].[K+].[CH3:19][N:20]1[CH2:25][CH2:24][NH:23][CH2:22][CH2:21]1. Product: [CH3:19][N:20]1[CH2:25][CH2:24][N:23]([CH2:2][C:3]2[CH:8]=[CH:7][C:6]([CH2:9][C:10]([OH:12])=[O:11])=[CH:5][CH:4]=2)[CH2:22][CH2:21]1. The catalyst class is: 10.